This data is from Forward reaction prediction with 1.9M reactions from USPTO patents (1976-2016). The task is: Predict the product of the given reaction. (1) Given the reactants [OH:1][NH:2][C:3]([NH2:5])=[O:4].CO[CH:8](OC)[CH2:9][C:10](=O)[CH3:11].[ClH:15], predict the reaction product. The product is: [ClH:15].[CH3:11][C:10]1[N:5]=[C:3]([OH:4])[N+:2]([O-:1])=[CH:8][CH:9]=1. (2) Given the reactants Br[C:2]1[CH:7]=[CH:6][CH:5]=[C:4]([CH3:8])[C:3]=1[N+:9]([O-:11])=[O:10].[C:12]1([NH2:18])[CH:17]=[CH:16][CH:15]=[CH:14][CH:13]=1.C([O-])([O-])=O.[Cs+].[Cs+], predict the reaction product. The product is: [CH3:8][C:4]1[C:3]([N+:9]([O-:11])=[O:10])=[C:2]([NH:18][C:12]2[CH:17]=[CH:16][CH:15]=[CH:14][CH:13]=2)[CH:7]=[CH:6][CH:5]=1. (3) Given the reactants [C:1]([C:3]1[N:7]2[N:8]=[C:9]([C:12]3[CH:17]=[CH:16][C:15]([C:18]([N:20]4[CH2:25][CH2:24][O:23][CH2:22][CH2:21]4)=[O:19])=[CH:14][CH:13]=3)[CH:10]=[CH:11][C:6]2=[N:5][CH:4]=1)#[CH:2].I[C:27]1[CH:34]=[CH:33][C:30]([C:31]#[N:32])=[CH:29][CH:28]=1, predict the reaction product. The product is: [N:20]1([C:18]([C:15]2[CH:14]=[CH:13][C:12]([C:9]3[CH:10]=[CH:11][C:6]4[N:7]([C:3]([C:1]#[C:2][C:27]5[CH:34]=[CH:33][C:30]([C:31]#[N:32])=[CH:29][CH:28]=5)=[CH:4][N:5]=4)[N:8]=3)=[CH:17][CH:16]=2)=[O:19])[CH2:21][CH2:22][O:23][CH2:24][CH2:25]1. (4) Given the reactants Br[C:2]1[CH:3]=[C:4]2[C:9]([O:10][CH3:11])=[C:8]([C:12]([NH2:14])=[O:13])[CH:7]=[N:6][N:5]2[CH:15]=1.[C:16]1(B(O)O)[CH:21]=[CH:20][CH:19]=[CH:18][CH:17]=1.C(=O)([O-])[O-].[K+].[K+], predict the reaction product. The product is: [CH3:11][O:10][C:9]1[C:4]2[N:5]([CH:15]=[C:2]([C:16]3[CH:21]=[CH:20][CH:19]=[CH:18][CH:17]=3)[CH:3]=2)[N:6]=[CH:7][C:8]=1[C:12]([NH2:14])=[O:13]. (5) Given the reactants C([NH:8][C:9]([C:11]1[CH:19]=[CH:18][C:14]([C:15](O)=[O:16])=[CH:13][CH:12]=1)=[O:10])C1C=CC=CC=1.O.ON1[C:26]2[CH:27]=[CH:28][CH:29]=[CH:30][C:25]=2[N:24]=[N:23]1.C(N(CC)C(C)C)(C)C.Cl.CN(C)CCCN=C=NCC.C1(NN)C=CC=CC=1, predict the reaction product. The product is: [C:9]([C:11]1[CH:19]=[CH:18][C:14]([C:15]([NH:23][NH:24][C:25]2[CH:30]=[CH:29][CH:28]=[CH:27][CH:26]=2)=[O:16])=[CH:13][CH:12]=1)(=[O:10])[NH2:8]. (6) Given the reactants [CH:1]1[CH:2]=[C:3]([CH2:6][NH:7][C:8]2[C:13]([C:14]([OH:16])=[O:15])=[CH:12][C:11]([S:17]([NH2:20])(=[O:19])=[O:18])=[C:10]([Cl:21])[CH:9]=2)[O:4][CH:5]=1.Br[CH2:23][CH2:24][CH2:25][OH:26].C1CN2C(=NCCC2)C1.C(#N)C, predict the reaction product. The product is: [NH2:20][S:17]([C:11]1[C:10]([Cl:21])=[CH:9][C:8]([NH:7][CH2:6][C:3]2[O:4][CH:5]=[CH:1][CH:2]=2)=[C:13]([CH:12]=1)[C:14]([O:16][CH2:23][CH2:24][CH2:25][OH:26])=[O:15])(=[O:19])=[O:18].